This data is from Reaction yield outcomes from USPTO patents with 853,638 reactions. The task is: Predict the reaction yield, written as a fraction of the theoretical maximum amount of product (1.0 means a 100% yield; for example, 0.34 means a 34% yield). The reactants are [Cl:1][C:2]1[CH:3]=[C:4]([NH:8][C:9]2[N:14]=[C:13](O)[CH:12]=[CH:11][N:10]=2)[CH:5]=[CH:6][CH:7]=1.P(Cl)(Cl)([Cl:18])=O. No catalyst specified. The product is [Cl:1][C:2]1[CH:3]=[C:4]([NH:8][C:9]2[N:14]=[C:13]([Cl:18])[CH:12]=[CH:11][N:10]=2)[CH:5]=[CH:6][CH:7]=1. The yield is 0.910.